This data is from Peptide-MHC class II binding affinity with 134,281 pairs from IEDB. The task is: Regression. Given a peptide amino acid sequence and an MHC pseudo amino acid sequence, predict their binding affinity value. This is MHC class II binding data. (1) The peptide sequence is EKKYFAATQFEKLAA. The MHC is HLA-DPA10201-DPB10501 with pseudo-sequence HLA-DPA10201-DPB10501. The binding affinity (normalized) is 0.833. (2) The peptide sequence is AALDAQAVELTARLN. The MHC is HLA-DPA10301-DPB10402 with pseudo-sequence HLA-DPA10301-DPB10402. The binding affinity (normalized) is 0.429.